From a dataset of NCI-60 drug combinations with 297,098 pairs across 59 cell lines. Regression. Given two drug SMILES strings and cell line genomic features, predict the synergy score measuring deviation from expected non-interaction effect. Drug 1: C1=C(C(=O)NC(=O)N1)N(CCCl)CCCl. Drug 2: C1C(C(OC1N2C=NC3=C(N=C(N=C32)Cl)N)CO)O. Cell line: UACC-257. Synergy scores: CSS=-3.56, Synergy_ZIP=-2.63, Synergy_Bliss=-4.10, Synergy_Loewe=-7.20, Synergy_HSA=-6.66.